From a dataset of Reaction yield outcomes from USPTO patents with 853,638 reactions. Predict the reaction yield, written as a fraction of the theoretical maximum amount of product (1.0 means a 100% yield; for example, 0.34 means a 34% yield). (1) The reactants are [N+:1]([C:4]1[C:5]([O:23][CH2:24][CH2:25][O:26][CH3:27])=[CH:6][C:7]2[CH2:8][CH2:9][C@@H:10]3[C@@H:19]([C:20]=2[CH:21]=1)[CH2:18][CH2:17][C@@:15]1([CH3:16])[C@H:11]3[CH2:12][CH2:13][C:14]1=[O:22])([O-])=O.[OH-].[Na+].[O-]S(S([O-])=O)=O.[Na+].[Na+]. The catalyst is CC(C)=O.O. The product is [NH2:1][C:4]1[C:5]([O:23][CH2:24][CH2:25][O:26][CH3:27])=[CH:6][C:7]2[CH2:8][CH2:9][C@@H:10]3[C@@H:19]([C:20]=2[CH:21]=1)[CH2:18][CH2:17][C@@:15]1([CH3:16])[C@H:11]3[CH2:12][CH2:13][C:14]1=[O:22]. The yield is 0.490. (2) The reactants are O=[C:2]1[CH2:11][CH2:10][CH:9]2[CH:4]([CH2:5][CH:6]([C:16]([O:18][CH2:19][CH3:20])=[O:17])[N:7]([C:12]([O:14][CH3:15])=[O:13])[CH2:8]2)[CH2:3]1.[CH2:21]([O:23][C:24](=[O:32])[C:25]1[CH:30]=[CH:29][CH:28]=[C:27]([NH2:31])[CH:26]=1)[CH3:22].C(O)(=O)C.[Na]. The catalyst is CCCCCC.C(OCC)(=O)C. The product is [CH2:21]([O:23][C:24]([C:25]1[CH:26]=[C:27]([NH:31][C@H:2]2[CH2:11][CH2:10][C@@H:9]3[C@@H:4]([CH2:5][C@@H:6]([C:16]([O:18][CH2:19][CH3:20])=[O:17])[N:7]([C:12]([O:14][CH3:15])=[O:13])[CH2:8]3)[CH2:3]2)[CH:28]=[CH:29][CH:30]=1)=[O:32])[CH3:22]. The yield is 0.920. (3) The reactants are [Cl:1][C:2]1[CH:3]=[CH:4][CH:5]=[C:6]2[C:11]=1[N:10]=[C:9]([C:12]1[CH:17]=[CH:16][CH:15]=[CH:14][C:13]=1[Cl:18])[C:8]([CH2:19][NH2:20])=[CH:7]2.Cl[C:22]1[CH:27]=[CH:26][N:25]=[C:24]2[N:28](C(OC(C)(C)C)=O)[CH:29]=[N:30][C:23]=12.C(N(C(C)C)CC)(C)C.C(O)CCC. The catalyst is CC1C(NC(CN2CCOCC2)=O)=C(C)C=C(OCC2C=CC=CC=2)C=1. The product is [Cl:1][C:2]1[CH:3]=[CH:4][CH:5]=[C:6]2[C:11]=1[N:10]=[C:9]([C:12]1[CH:17]=[CH:16][CH:15]=[CH:14][C:13]=1[Cl:18])[C:8]([CH2:19][NH:20][C:22]1[CH:27]=[CH:26][N:25]=[C:24]3[NH:28][CH:29]=[N:30][C:23]=13)=[CH:7]2. The yield is 0.150. (4) The reactants are [NH2:1][C:2]1[N:14]=[C:13]2[N:4]([C:5]([CH2:18][C:19]3[CH:27]=[CH:26][C:22]4[O:23][CH2:24][O:25][C:21]=4[CH:20]=3)=[N:6][C:7]3[CH:8]=[C:9]([C:15](O)=[O:16])[CH:10]=[CH:11][C:12]=32)[N:3]=1.C(N(CC)C(C)C)(C)C.CN(C(ON1N=NC2C=CC=CC1=2)=[N+](C)C)C.[B-](F)(F)(F)F.[NH2:59][CH2:60][CH2:61][OH:62]. The catalyst is ClCCl. The product is [OH:62][CH2:61][CH2:60][NH:59][C:15]([C:9]1[CH:10]=[CH:11][C:12]2[C:13]3[N:4]([N:3]=[C:2]([NH2:1])[N:14]=3)[C:5]([CH2:18][C:19]3[CH:27]=[CH:26][C:22]4[O:23][CH2:24][O:25][C:21]=4[CH:20]=3)=[N:6][C:7]=2[CH:8]=1)=[O:16]. The yield is 0.530. (5) The reactants are [F:1][C:2]1[CH:3]=[C:4]([N:8]2[CH2:12][CH:11]([CH2:13]OS(C)(=O)=O)[O:10][C:9]2=[O:19])[CH:5]=[CH:6][CH:7]=1.[C:20]1(=[O:30])[NH:24][C:23](=[O:25])[C:22]2=[CH:26][CH:27]=[CH:28][CH:29]=[C:21]12.[K]. The catalyst is CN(C=O)C. The product is [F:1][C:2]1[CH:3]=[C:4]([N:8]2[CH2:12][C@@H:11]([CH2:13][N:24]3[C:20](=[O:30])[C:21]4[C:22](=[CH:26][CH:27]=[CH:28][CH:29]=4)[C:23]3=[O:25])[O:10][C:9]2=[O:19])[CH:5]=[CH:6][CH:7]=1. The yield is 0.918. (6) The product is [N+:16]([C:13]1[CH:12]=[CH:11][C:10]([C:9]2[O:19][C:2]3[CH:3]=[N:4][CH:5]=[CH:6][C:7]=3[N:8]=2)=[CH:15][CH:14]=1)([O-:18])=[O:17]. The reactants are O[C:2]1[CH:3]=[N:4][CH:5]=[CH:6][C:7]=1[NH:8][C:9](=[O:19])[C:10]1[CH:15]=[CH:14][C:13]([N+:16]([O-:18])=[O:17])=[CH:12][CH:11]=1.[OH-].[Na+]. The yield is 0.730. The catalyst is O. (7) The reactants are [Br:1][C:2]1[CH:3]=[C:4]([C:11]([O:13][CH3:14])=[O:12])[C:5]2[CH:6]=[CH:7][NH:8][C:9]=2[CH:10]=1.I[CH:16]([CH3:18])[CH3:17].[H-].[Na+]. The catalyst is CN(C=O)C.O. The product is [Br:1][C:2]1[CH:3]=[C:4]([C:11]([O:13][CH3:14])=[O:12])[C:5]2[CH:6]=[CH:7][N:8]([CH:16]([CH3:18])[CH3:17])[C:9]=2[CH:10]=1. The yield is 0.557. (8) The reactants are [Cl:1][C:2]1[C:3]([N:10]2[CH2:15][CH2:14][C@@H:13]([O:16][C:17]3[CH:22]=[CH:21][C:20]([N:23]4[C@@H:27]([CH2:28][C:29]([O-:31])=[O:30])[C@H:26]([CH3:32])[C:25]([C:33]([F:36])([F:35])[F:34])=[N:24]4)=[CH:19][CH:18]=3)[C@H:12]([CH3:37])[CH2:11]2)=[CH:4][C:5]([O:8][CH3:9])=[N:6][CH:7]=1.O[C:39]1C=CC(N2[C@@H](CC(OC)=O)[C@H](C)C(C(F)(F)F)=N2)=CC=1.ClC1C(N2CC[C@H](O)[C@H](C)C2)=CC(OC)=NC=1.C(P(CCCC)CCCC)CCC.N(/C(N1CCCCC1)=O)=N\C(N1CCCCC1)=O. The catalyst is C1(C)C=CC=CC=1. The product is [Cl:1][C:2]1[C:3]([N:10]2[CH2:15][CH2:14][C@@H:13]([O:16][C:17]3[CH:18]=[CH:19][C:20]([N:23]4[C@@H:27]([CH2:28][C:29]([O:31][CH3:39])=[O:30])[C@H:26]([CH3:32])[C:25]([C:33]([F:36])([F:34])[F:35])=[N:24]4)=[CH:21][CH:22]=3)[C@H:12]([CH3:37])[CH2:11]2)=[CH:4][C:5]([O:8][CH3:9])=[N:6][CH:7]=1. The yield is 0.640. (9) The reactants are [C:1]1([N:7]2[C:15]3[C:10](=[CH:11][CH:12]=[CH:13][CH:14]=3)[C:9]([CH:16]=[O:17])=[C:8]2[N:18]2[CH2:23][CH2:22][NH:21][CH2:20][CH2:19]2)[CH:6]=[CH:5][CH:4]=[CH:3][CH:2]=1.[CH2:24]([CH:26]1[O:28][CH2:27]1)Br.C(=O)([O-])[O-].[K+].[K+]. The catalyst is C(#N)C. The product is [O:28]1[CH2:27][CH:26]1[CH2:24][N:21]1[CH2:22][CH2:23][N:18]([C:8]2[N:7]([C:1]3[CH:2]=[CH:3][CH:4]=[CH:5][CH:6]=3)[C:15]3[C:10]([C:9]=2[CH:16]=[O:17])=[CH:11][CH:12]=[CH:13][CH:14]=3)[CH2:19][CH2:20]1. The yield is 0.410.